From a dataset of Forward reaction prediction with 1.9M reactions from USPTO patents (1976-2016). Predict the product of the given reaction. (1) Given the reactants [Cl:1][C:2]1[CH:3]=[N:4][C:5]2[C:10]([C:11]=1[CH:12]([O:15][Si:16]([CH2:21][CH3:22])([CH2:19][CH3:20])[CH2:17][CH3:18])[CH2:13][NH2:14])=[CH:9][CH:8]=[CH:7][CH:6]=2.[CH3:23][C:24]([CH3:28])([CH3:27])[CH:25]=O.CC(O)=O.[BH-](OC(C)=O)(OC(C)=O)OC(C)=O.[Na+], predict the reaction product. The product is: [Cl:1][C:2]1[CH:3]=[N:4][C:5]2[C:10]([C:11]=1[CH:12]([O:15][Si:16]([CH2:19][CH3:20])([CH2:17][CH3:18])[CH2:21][CH3:22])[CH2:13][NH:14][CH2:23][C:24]([CH3:28])([CH3:27])[CH3:25])=[CH:9][CH:8]=[CH:7][CH:6]=2. (2) Given the reactants [Cl:1][C:2]1[CH:7]=[C:6]([CH2:8]O)[CH:5]=[C:4]([NH:10][C:11]2[CH:16]=[C:15]([C:17]3[CH:22]=[CH:21][C:20]([F:23])=[CH:19][C:18]=3[O:24][CH3:25])[C:14]([F:26])=[CH:13][N:12]=2)[N:3]=1.S(Cl)([Cl:29])=O, predict the reaction product. The product is: [Cl:1][C:2]1[N:3]=[C:4]([NH:10][C:11]2[CH:16]=[C:15]([C:17]3[CH:22]=[CH:21][C:20]([F:23])=[CH:19][C:18]=3[O:24][CH3:25])[C:14]([F:26])=[CH:13][N:12]=2)[CH:5]=[C:6]([CH2:8][Cl:29])[CH:7]=1. (3) The product is: [CH2:15]([O:17][C:18]([C:20]1[O:21][C:22]2[CH:28]=[CH:27][C:26]([NH:29][C:12]([C:10]3[O:11][C:7]([C:1]4[CH:2]=[CH:3][CH:4]=[CH:5][CH:6]=4)=[CH:8][CH:9]=3)=[O:14])=[CH:25][C:23]=2[CH:24]=1)=[O:19])[CH3:16]. Given the reactants [C:1]1([C:7]2[O:11][C:10]([C:12]([OH:14])=O)=[CH:9][CH:8]=2)[CH:6]=[CH:5][CH:4]=[CH:3][CH:2]=1.[CH2:15]([O:17][C:18]([C:20]1[O:21][C:22]2[CH:28]=[CH:27][C:26]([NH2:29])=[CH:25][C:23]=2[CH:24]=1)=[O:19])[CH3:16], predict the reaction product. (4) Given the reactants [N+:1]([C:4]1[CH:5]=[C:6](O)[CH:7]=C[C:9]=1[NH2:10])([O-])=O.[CH3:12][OH:13], predict the reaction product. The product is: [OH:13][C:12]1[C:9]([NH2:10])=[C:4]([NH2:1])[CH:5]=[CH:6][CH:7]=1. (5) Given the reactants C([N-]C(C)C)(C)C.[Li+].N(C(C)C)C(C)C.[Li]CCCC.[N:21]1([C:31]([O:33][C:34]([CH3:37])([CH3:36])[CH3:35])=[O:32])[CH2:26][CH2:25][CH2:24][CH:23]([C:27]([O:29][CH3:30])=[O:28])[CH2:22]1.Cl[C:39]1[N:48]=[C:47]([C:49]2[CH:54]=[CH:53][CH:52]=[CH:51][CH:50]=2)[C:46]2[C:41](=[CH:42][CH:43]=[CH:44][CH:45]=2)[N:40]=1.[NH4+].[Cl-], predict the reaction product. The product is: [C:49]1([C:47]2[C:46]3[C:41](=[CH:42][CH:43]=[CH:44][CH:45]=3)[N:40]=[C:39]([C:23]3([C:27]([O:29][CH3:30])=[O:28])[CH2:24][CH2:25][CH2:26][N:21]([C:31]([O:33][C:34]([CH3:37])([CH3:36])[CH3:35])=[O:32])[CH2:22]3)[N:48]=2)[CH:50]=[CH:51][CH:52]=[CH:53][CH:54]=1. (6) The product is: [CH3:29][C:26]1([CH3:30])[O:25][C:24]2[CH:31]=[CH:32][C:21]([C@H:19]3[O:18][C:17](=[O:33])[N:16]([CH2:15][CH2:14][C:11]4[CH:10]=[CH:9][C:8]([O:7][CH2:6][CH2:5][OH:4])=[CH:13][CH:12]=4)[CH2:20]3)=[CH:22][C:23]=2[CH2:28][O:27]1. Given the reactants C([O:4][CH2:5][CH2:6][O:7][C:8]1[CH:13]=[CH:12][C:11]([CH2:14][CH2:15][N:16]2[CH2:20][C@@H:19]([C:21]3[CH:32]=[CH:31][C:24]4[O:25][C:26]([CH3:30])([CH3:29])[O:27][CH2:28][C:23]=4[CH:22]=3)[O:18][C:17]2=[O:33])=[CH:10][CH:9]=1)(=O)C.O([Si](C)(C)C)[K].P([O-])([O-])([O-])=O.O, predict the reaction product. (7) The product is: [Br:1][C:2]1[CH:9]=[CH:8][C:5]([CH2:6][NH:7][C:12]([NH:11][C:14]2[CH:23]=[CH:22][CH:21]=[C:20]3[C:15]=2[CH:16]=[C:17]([CH3:24])[N:18]=[CH:19]3)=[O:13])=[CH:4][C:3]=1[F:10]. Given the reactants [Br:1][C:2]1[CH:9]=[CH:8][C:5]([CH2:6][NH2:7])=[CH:4][C:3]=1[F:10].[N:11]([C:14]1[CH:23]=[CH:22][CH:21]=[C:20]2[C:15]=1[CH:16]=[C:17]([CH3:24])[N:18]=[CH:19]2)=[C:12]=[O:13].N(C1C=CC=C2C=1C=CN=C2)=C=O, predict the reaction product. (8) Given the reactants [Cl:1][C:2]1[CH:3]=[C:4]([C:9]2[N:13]3[C:14]4[N:22]=[C:21]([O:23][CH3:24])[CH:20]=[CH:19][C:15]=4[N:16]=[C:17]([CH3:18])[C:12]3=[C:11]([CH3:25])[N:10]=2)[CH:5]=[C:6](Cl)[CH:7]=1.[Cl:26]C1C(Cl)=CC=CC=1B(O)O.C([O-])([O-])=O.[K+].[K+], predict the reaction product. The product is: [Cl:26][C:3]1[C:2]([Cl:1])=[CH:7][CH:6]=[CH:5][C:4]=1[C:9]1[N:13]2[C:14]3[N:22]=[C:21]([O:23][CH3:24])[CH:20]=[CH:19][C:15]=3[N:16]=[C:17]([CH3:18])[C:12]2=[C:11]([CH3:25])[N:10]=1. (9) Given the reactants Br[C:2]1[C:3]([N:9]2[CH2:13][CH2:12][CH2:11][CH2:10]2)=[N:4][CH:5]=[C:6]([Br:8])[N:7]=1.[C:14]([N:21]1[CH2:27][CH2:26][CH2:25][NH:24][CH2:23][CH2:22]1)([O:16][C:17]([CH3:20])([CH3:19])[CH3:18])=[O:15], predict the reaction product. The product is: [Br:8][C:6]1[N:7]=[C:2]([N:24]2[CH2:25][CH2:26][CH2:27][N:21]([C:14]([O:16][C:17]([CH3:20])([CH3:19])[CH3:18])=[O:15])[CH2:22][CH2:23]2)[C:3]([N:9]2[CH2:13][CH2:12][CH2:11][CH2:10]2)=[N:4][CH:5]=1.